Predict the reaction yield, written as a fraction of the theoretical maximum amount of product (1.0 means a 100% yield; for example, 0.34 means a 34% yield). From a dataset of Reaction yield outcomes from USPTO patents with 853,638 reactions. The reactants are CB1OB(C)OB(C)O1.Br[C:11]1[C:19]2[C:14](=[N:15][CH:16]=[C:17]([C:20]3[CH:21]=[C:22]([CH:27]=[CH:28][CH:29]=3)[C:23]([O:25][CH3:26])=[O:24])[CH:18]=2)[O:13][C:12]=1[C:30]1[CH:35]=[CH:34][C:33]([F:36])=[CH:32][CH:31]=1.[C:37](=O)([O-])[O-].[Na+].[Na+].[N+](=C[Si](C)(C)C)=[N-]. The catalyst is CN(C=O)C.O.CCOC(C)=O.C1C=CC([P]([Pd]([P](C2C=CC=CC=2)(C2C=CC=CC=2)C2C=CC=CC=2)([P](C2C=CC=CC=2)(C2C=CC=CC=2)C2C=CC=CC=2)[P](C2C=CC=CC=2)(C2C=CC=CC=2)C2C=CC=CC=2)(C2C=CC=CC=2)C2C=CC=CC=2)=CC=1. The product is [F:36][C:33]1[CH:34]=[CH:35][C:30]([C:12]2[O:13][C:14]3=[N:15][CH:16]=[C:17]([C:20]4[CH:21]=[C:22]([CH:27]=[CH:28][CH:29]=4)[C:23]([O:25][CH3:26])=[O:24])[CH:18]=[C:19]3[C:11]=2[CH3:37])=[CH:31][CH:32]=1. The yield is 0.530.